Task: Predict the product of the given reaction.. Dataset: Forward reaction prediction with 1.9M reactions from USPTO patents (1976-2016) (1) Given the reactants [F:1][C:2]1[CH:7]=[CH:6][C:5]([N:8]2[CH:13]=[CH:12][C:11](I)=[C:10]([C:15]([NH:17][C:18]3[CH:23]=[CH:22][C:21]([O:24][C:25]4[CH:30]=[CH:29][N:28]=[C:27]5[CH:31]=[C:32]([C:34]6[CH:39]=[CH:38][CH:37]=[CH:36][CH:35]=6)[O:33][C:26]=45)=[CH:20][CH:19]=3)=[O:16])[C:9]2=[O:40])=[CH:4][CH:3]=1.[O-:41][CH2:42][CH3:43].[Na+], predict the reaction product. The product is: [C:34]1([C:32]2[O:33][C:26]3[C:27](=[N:28][CH:29]=[CH:30][C:25]=3[O:24][C:21]3[CH:22]=[CH:23][C:18]([NH:17][C:15]([C:10]4[C:9](=[O:40])[N:8]([C:5]5[CH:6]=[CH:7][C:2]([F:1])=[CH:3][CH:4]=5)[CH:13]=[CH:12][C:11]=4[O:41][CH2:42][CH3:43])=[O:16])=[CH:19][CH:20]=3)[CH:31]=2)[CH:39]=[CH:38][CH:37]=[CH:36][CH:35]=1. (2) Given the reactants [CH2:1]([O:8][C:9]1[C:18]2[C:13](=[C:14]([O:19][CH3:20])[CH:15]=[CH:16][CH:17]=2)[N:12]=[C:11]([CH2:21][OH:22])[C:10]=1[CH3:23])[C:2]1[CH:7]=[CH:6][CH:5]=[CH:4][CH:3]=1.[O:24]1[CH2:29][CH2:28][CH:27]([CH2:30][O:31][C:32]2[CH:33]=[C:34](O)[CH:35]=[CH:36][CH:37]=2)[CH2:26][CH2:25]1.C1CCN(C(/N=N/C(N2CCCCC2)=O)=O)CC1.C(P(CCCC)CCCC)CCC, predict the reaction product. The product is: [CH2:1]([O:8][C:9]1[C:18]2[C:13](=[C:14]([O:19][CH3:20])[CH:15]=[CH:16][CH:17]=2)[N:12]=[C:11]([CH2:21][O:22][C:36]2[CH:35]=[CH:34][CH:33]=[C:32]([O:31][CH2:30][CH:27]3[CH2:26][CH2:25][O:24][CH2:29][CH2:28]3)[CH:37]=2)[C:10]=1[CH3:23])[C:2]1[CH:3]=[CH:4][CH:5]=[CH:6][CH:7]=1. (3) The product is: [C:5]1([CH:11]([CH3:16])[CH2:12][C:13]([O:15][CH3:17])=[O:14])[CH:10]=[CH:9][CH:8]=[CH:7][CH:6]=1. Given the reactants S(Cl)(Cl)=O.[C:5]1([CH:11]([CH3:16])[CH2:12][C:13]([OH:15])=[O:14])[CH:10]=[CH:9][CH:8]=[CH:7][CH:6]=1.[CH3:17]O, predict the reaction product. (4) Given the reactants [CH3:1][O:2][C:3]1[CH:4]=[C:5]([S:9]([NH:12][C@@H:13]([C:18]([OH:20])=[O:19])[C:14]([CH3:17])([CH3:16])[CH3:15])(=[O:11])=[O:10])[CH:6]=[CH:7][CH:8]=1.C(=O)([O-])[O-].[K+].[K+].[CH2:27](Br)[C:28]1[CH:33]=[CH:32][CH:31]=[CH:30][CH:29]=1, predict the reaction product. The product is: [CH2:27]([O:19][C:18](=[O:20])[C@@H:13]([C:14]([CH3:16])([CH3:17])[CH3:15])[NH:12][S:9]([C:5]1[CH:6]=[CH:7][CH:8]=[C:3]([O:2][CH3:1])[CH:4]=1)(=[O:11])=[O:10])[C:28]1[CH:33]=[CH:32][CH:31]=[CH:30][CH:29]=1. (5) The product is: [Cl:22][C:16]1[CH:17]=[C:18]([N+:19]([O-:21])=[O:20])[C:13]([NH:6][CH2:5][CH:3]2[CH2:4][O:1][CH2:2]2)=[C:14]([F:23])[CH:15]=1. Given the reactants [O:1]1[CH2:4][CH:3]([CH2:5][NH2:6])[CH2:2]1.FC(F)(F)S(O[C:13]1[C:18]([N+:19]([O-:21])=[O:20])=[CH:17][C:16]([Cl:22])=[CH:15][C:14]=1[F:23])(=O)=O.P([O-])([O-])([O-])=O.[K+].[K+].[K+], predict the reaction product.